Dataset: Full USPTO retrosynthesis dataset with 1.9M reactions from patents (1976-2016). Task: Predict the reactants needed to synthesize the given product. (1) Given the product [Cl:22][C:7]1[N:6]2[C:2]([C:32]3[CH:33]=[CH:34][C:29]([C:27]([NH:26][CH:23]4[CH2:24][CH2:25]4)=[O:28])=[CH:30][CH:31]=3)=[CH:3][N:4]=[C:5]2[C:10]([NH:11][CH2:12][CH:13]([CH3:15])[CH3:14])=[N:9][C:8]=1[C:16]1[CH:21]=[CH:20][CH:19]=[CH:18][CH:17]=1, predict the reactants needed to synthesize it. The reactants are: Br[C:2]1[N:6]2[C:7]([Cl:22])=[C:8]([C:16]3[CH:21]=[CH:20][CH:19]=[CH:18][CH:17]=3)[N:9]=[C:10]([NH:11][CH2:12][CH:13]([CH3:15])[CH3:14])[C:5]2=[N:4][CH:3]=1.[CH:23]1([NH:26][C:27]([C:29]2[CH:34]=[CH:33][C:32](B(O)O)=[CH:31][CH:30]=2)=[O:28])[CH2:25][CH2:24]1.C(=O)([O-])[O-].[K+].[K+].C(OCC)(=O)C. (2) Given the product [Br:1][C:2]1[CH:7]=[CH:6][C:5](/[CH:8]=[CH:9]/[C:10]2[N:11]([CH2:23][CH3:24])[CH:12]=[C:13]([C:15]3[CH:20]=[CH:19][C:18]([Cl:21])=[CH:17][C:16]=3[Cl:22])[N:14]=2)=[CH:4][CH:3]=1, predict the reactants needed to synthesize it. The reactants are: [Br:1][C:2]1[CH:7]=[CH:6][C:5](/[CH:8]=[CH:9]/[C:10]2[NH:11][CH:12]=[C:13]([C:15]3[CH:20]=[CH:19][C:18]([Cl:21])=[CH:17][C:16]=3[Cl:22])[N:14]=2)=[CH:4][CH:3]=1.[CH2:23](Br)[CH3:24]. (3) Given the product [N:11]1([CH2:17][CH2:18][C:19]([N:5]2[CH2:6][CH2:7][CH2:8][CH2:9][C:10]3[NH:1][CH:2]=[CH:3][C:4]2=3)=[O:20])[CH2:16][CH2:15][CH2:14][CH2:13][CH2:12]1, predict the reactants needed to synthesize it. The reactants are: [NH:1]1[C:10]2[CH2:9][CH2:8][CH2:7][CH2:6][NH:5][C:4]=2[CH:3]=[CH:2]1.[N:11]1([CH2:17][CH2:18][C:19](Cl)=[O:20])[CH2:16][CH2:15][CH2:14][CH2:13][CH2:12]1.